Dataset: Reaction yield outcomes from USPTO patents with 853,638 reactions. Task: Predict the reaction yield, written as a fraction of the theoretical maximum amount of product (1.0 means a 100% yield; for example, 0.34 means a 34% yield). The reactants are C(=O)([O-])[O-].[Na+].[Na+].[NH2:7][C:8]1[N:13]=[C:12]([OH:14])[C:11]([N+:15]([O-:17])=[O:16])=[C:10](Cl)[N:9]=1.[CH3:19][C:20]1[O:24][C:23](B(O)O)=[CH:22][CH:21]=1.CC1OC=CC=1. The catalyst is C1COCC1.C1C=CC([P]([Pd]([P](C2C=CC=CC=2)(C2C=CC=CC=2)C2C=CC=CC=2)([P](C2C=CC=CC=2)(C2C=CC=CC=2)C2C=CC=CC=2)[P](C2C=CC=CC=2)(C2C=CC=CC=2)C2C=CC=CC=2)(C2C=CC=CC=2)C2C=CC=CC=2)=CC=1.C(OCC)(=O)C. The product is [NH2:7][C:8]1[N:13]=[C:12]([OH:14])[C:11]([N+:15]([O-:17])=[O:16])=[C:10]([C:23]2[O:24][C:20]([CH3:19])=[CH:21][CH:22]=2)[N:9]=1. The yield is 0.670.